Dataset: NCI-60 drug combinations with 297,098 pairs across 59 cell lines. Task: Regression. Given two drug SMILES strings and cell line genomic features, predict the synergy score measuring deviation from expected non-interaction effect. (1) Drug 1: C1=NC2=C(N1)C(=S)N=C(N2)N. Drug 2: CC12CCC3C(C1CCC2OP(=O)(O)O)CCC4=C3C=CC(=C4)OC(=O)N(CCCl)CCCl.[Na+]. Cell line: IGROV1. Synergy scores: CSS=20.1, Synergy_ZIP=-4.27, Synergy_Bliss=-3.29, Synergy_Loewe=-19.1, Synergy_HSA=-2.26. (2) Drug 1: C1=NC2=C(N1)C(=S)N=CN2. Drug 2: CC1=C(C(=O)C2=C(C1=O)N3CC4C(C3(C2COC(=O)N)OC)N4)N. Cell line: HT29. Synergy scores: CSS=39.4, Synergy_ZIP=-0.643, Synergy_Bliss=3.28, Synergy_Loewe=-0.256, Synergy_HSA=4.12. (3) Synergy scores: CSS=47.6, Synergy_ZIP=2.97, Synergy_Bliss=0.271, Synergy_Loewe=-30.6, Synergy_HSA=-1.28. Cell line: OVCAR-4. Drug 1: CN(CC1=CN=C2C(=N1)C(=NC(=N2)N)N)C3=CC=C(C=C3)C(=O)NC(CCC(=O)O)C(=O)O. Drug 2: CC(C)NC(=O)C1=CC=C(C=C1)CNNC.Cl.